This data is from Catalyst prediction with 721,799 reactions and 888 catalyst types from USPTO. The task is: Predict which catalyst facilitates the given reaction. (1) Reactant: [CH2:1]([C:3]1[C:7]2[CH:8]=[CH:9][CH:10]=[CH:11][C:6]=2[O:5][C:4]=1[C:12](=O)[CH3:13])[CH3:2].[CH3:15][C:16]([S@:19]([NH2:21])=[O:20])([CH3:18])[CH3:17].[Na+].[Cl-]. Product: [CH2:1]([C:3]1[C:7]2[CH:8]=[CH:9][CH:10]=[CH:11][C:6]=2[O:5][C:4]=1[C:12](=[N:21][S@@:19]([C:16]([CH3:18])([CH3:17])[CH3:15])=[O:20])[CH3:13])[CH3:2]. The catalyst class is: 1. (2) Reactant: C(OC([N:8]1[CH2:13][CH2:12][N:11]([C:14]2[N:19]=[C:18]([C:20]3[CH:25]=[CH:24][N:23]=[C:22]([NH:26][CH:27]4[CH2:32][CH2:31][CH2:30][CH2:29][CH2:28]4)[CH:21]=3)[CH:17]=[C:16]([CH2:33][NH2:34])[CH:15]=2)[CH2:10][CH2:9]1)=O)(C)(C)C.C(O)(C(F)(F)F)=O. Product: [NH2:34][CH2:33][C:16]1[CH:15]=[C:14]([N:11]2[CH2:12][CH2:13][NH:8][CH2:9][CH2:10]2)[N:19]=[C:18]([C:20]2[CH:25]=[CH:24][N:23]=[C:22]([NH:26][CH:27]3[CH2:28][CH2:29][CH2:30][CH2:31][CH2:32]3)[CH:21]=2)[CH:17]=1. The catalyst class is: 2. (3) Reactant: [F:1][C:2]1[CH:7]=[C:6]([F:8])[CH:5]=[CH:4][C:3]=1[NH:9][C:10](=[O:34])[NH:11][C:12]1[CH:17]=[CH:16][C:15]([C:18]2[N:22]=[C:21]([C:23]([NH:25][CH:26]([CH:31]([CH3:33])[CH3:32])[C:27]([O:29]C)=[O:28])=[O:24])[O:20][N:19]=2)=[CH:14][CH:13]=1.[OH-].[Li+]. Product: [F:1][C:2]1[CH:7]=[C:6]([F:8])[CH:5]=[CH:4][C:3]=1[NH:9][C:10](=[O:34])[NH:11][C:12]1[CH:13]=[CH:14][C:15]([C:18]2[N:22]=[C:21]([C:23]([NH:25][CH:26]([CH:31]([CH3:32])[CH3:33])[C:27]([OH:29])=[O:28])=[O:24])[O:20][N:19]=2)=[CH:16][CH:17]=1. The catalyst class is: 1. (4) Reactant: [Cl-].[Cl-].[Cl-].[Al+3].Cl[C:6](=[O:11])[C:7]([O:9][CH3:10])=[O:8].[Cl:12][C:13]1[CH:18]=[CH:17][CH:16]=[CH:15][C:14]=1[S:19][CH3:20]. Product: [CH3:10][O:9][C:7](=[O:8])[C:6]([C:17]1[CH:16]=[CH:15][C:14]([S:19][CH3:20])=[C:13]([Cl:12])[CH:18]=1)=[O:11]. The catalyst class is: 22. (5) Reactant: [C:1]([C:3]1[C:8](=O)[NH:7][C:6]([CH:10]([F:12])[CH3:11])=[C:5]([C:13]([O:15][CH2:16][CH3:17])=[O:14])[CH:4]=1)#[N:2].CN(C=O)C.O=S(Cl)[Cl:25]. Product: [Cl:25][C:8]1[C:3]([C:1]#[N:2])=[CH:4][C:5]([C:13]([O:15][CH2:16][CH3:17])=[O:14])=[C:6]([CH:10]([F:12])[CH3:11])[N:7]=1. The catalyst class is: 11. (6) Reactant: [F:1][C:2]1[CH:27]=[CH:26][CH:25]=[C:24]([F:28])[C:3]=1[CH2:4][N:5]1[CH:10]=[C:9]([Br:11])[C:8](=[O:12])[N:7]2[C:13]([CH3:23])=[C:14]([C:16]3[CH:21]=[CH:20][C:19]([OH:22])=[CH:18][CH:17]=3)[N:15]=[C:6]12.Br[CH2:30][CH:31]1[CH2:33][CH2:32]1.C([O-])([O-])=O.[K+].[K+]. Product: [F:28][C:24]1[CH:25]=[CH:26][CH:27]=[C:2]([F:1])[C:3]=1[CH2:4][N:5]1[CH:10]=[C:9]([Br:11])[C:8](=[O:12])[N:7]2[C:13]([CH3:23])=[C:14]([C:16]3[CH:17]=[CH:18][C:19]([O:22][CH2:30][CH:31]4[CH2:33][CH2:32]4)=[CH:20][CH:21]=3)[N:15]=[C:6]12. The catalyst class is: 3. (7) Reactant: [O:1]=[C:2]([CH2:8][CH2:9][CH2:10][CH2:11][CH2:12][CH2:13][CH2:14][CH2:15][CH2:16][CH2:17][CH3:18])[CH2:3][C:4]([O:6]C)=[O:5].Cl.[CH:20]1([NH:26][CH:27]2[CH2:32][CH2:31][CH2:30][CH2:29][CH2:28]2)[CH2:25][CH2:24][CH2:23][CH2:22][CH2:21]1. Product: [OH:1][C@H:2]([CH2:8][CH2:9][CH2:10][CH2:11][CH2:12][CH2:13][CH2:14][CH2:15][CH2:16][CH2:17][CH3:18])[CH2:3][C:4]([O-:6])=[O:5].[CH:27]1([NH2+:26][CH:20]2[CH2:21][CH2:22][CH2:23][CH2:24][CH2:25]2)[CH2:28][CH2:29][CH2:30][CH2:31][CH2:32]1. The catalyst class is: 5. (8) Reactant: [NH2:1][C:2]1[CH:11]=[C:10]2[C:5]([C:6]([NH:12][C:13]3[CH:18]=[CH:17][CH:16]=[C:15]([Br:19])[CH:14]=3)=[N:7][CH:8]=[N:9]2)=[CH:4][CH:3]=1.[C:20](Cl)(=[O:23])[CH2:21][CH3:22]. Product: [Br:19][C:15]1[CH:14]=[C:13]([NH:12][C:6]2[C:5]3[C:10](=[CH:11][C:2]([NH:1][C:20](=[O:23])[CH2:21][CH3:22])=[CH:3][CH:4]=3)[N:9]=[CH:8][N:7]=2)[CH:18]=[CH:17][CH:16]=1. The catalyst class is: 1. (9) Reactant: [C:1]([C:4]1[CH:15]=[CH:14][CH:13]=[CH:12][C:5]=1[N:6]([CH3:11])[C:7](=[O:10])[CH2:8]Br)(=[O:3])[CH3:2].[N-:16]=[N+:17]=[N-:18].[Na+]. Product: [C:1]([C:4]1[CH:15]=[CH:14][CH:13]=[CH:12][C:5]=1[N:6]([CH3:11])[C:7](=[O:10])[CH2:8][N:16]=[N+:17]=[N-:18])(=[O:3])[CH3:2]. The catalyst class is: 35.